Dataset: Full USPTO retrosynthesis dataset with 1.9M reactions from patents (1976-2016). Task: Predict the reactants needed to synthesize the given product. Given the product [C:1]1([CH2:7][N:8]2[C:20]3[CH:19]=[CH:18][CH:17]=[C:16]([OH:21])[C:15]=3[C:14]3[C:9]2=[CH:10][CH:11]=[CH:12][C:13]=3[C:22]([O:24][CH3:25])=[O:23])[CH:6]=[CH:5][CH:4]=[CH:3][CH:2]=1, predict the reactants needed to synthesize it. The reactants are: [C:1]1([CH2:7][N:8]2[C:20]3[CH2:19][CH2:18][CH2:17][C:16](=[O:21])[C:15]=3[C:14]3[C:9]2=[CH:10][CH:11]=[CH:12][C:13]=3[C:22]([O:24][CH3:25])=[O:23])[CH:6]=[CH:5][CH:4]=[CH:3][CH:2]=1.ClC1C(=O)C(C#N)=C(C#N)C(=O)C=1Cl.